This data is from Full USPTO retrosynthesis dataset with 1.9M reactions from patents (1976-2016). The task is: Predict the reactants needed to synthesize the given product. (1) The reactants are: [NH2:1][C:2]1[CH:3]=[CH:4][C:5]2[N:6]([CH:8]=[C:9]([C:11]([O:13]CC)=O)[N:10]=2)[CH:7]=1.[NH3:16]. Given the product [NH2:1][C:2]1[CH:3]=[CH:4][C:5]2[N:6]([CH:8]=[C:9]([C:11]([NH2:16])=[O:13])[N:10]=2)[CH:7]=1, predict the reactants needed to synthesize it. (2) Given the product [F:20][C:21]([F:27])([F:26])[S:22]([O-:25])(=[O:24])=[O:23].[F:1][C:2]([F:4])([F:3])[S+:5]1[C:13]([C:14]2[CH:19]=[CH:18][CH:17]=[CH:16][CH:15]=2)=[CH:12][C:7]2[CH:8]=[CH:9][CH:10]=[CH:11][C:6]1=2, predict the reactants needed to synthesize it. The reactants are: [F:1][C:2]([S:5][C:6]1[CH:11]=[CH:10][CH:9]=[CH:8][C:7]=1[C:12]#[C:13][C:14]1[CH:19]=[CH:18][CH:17]=[CH:16][CH:15]=1)([F:4])[F:3].[F:20][C:21]([F:27])([F:26])[S:22]([OH:25])(=[O:24])=[O:23].CCOCC. (3) Given the product [CH:1]1([N:4]([CH:5]([CH2:6][OH:7])[CH:8]([CH3:10])[CH3:9])[C:20]([NH:19][C:14]2[CH:15]=[CH:16][CH:17]=[CH:18][C:13]=2[C:12]([F:11])([F:22])[F:23])=[O:21])[CH2:3][CH2:2]1, predict the reactants needed to synthesize it. The reactants are: [CH:1]1([NH:4][CH:5]([CH:8]([CH3:10])[CH3:9])[CH2:6][OH:7])[CH2:3][CH2:2]1.[F:11][C:12]([F:23])([F:22])[C:13]1[CH:18]=[CH:17][CH:16]=[CH:15][C:14]=1[N:19]=[C:20]=[O:21].